Dataset: Full USPTO retrosynthesis dataset with 1.9M reactions from patents (1976-2016). Task: Predict the reactants needed to synthesize the given product. (1) The reactants are: C(=O)([O-])[O-].[K+].[K+].[OH:7][C:8]1[CH:35]=[CH:34][C:11]([CH2:12][C:13]2[CH:20]=[C:19]([C@@:21]34[O:28][C@@:25]([CH2:29][OH:30])([CH2:26][O:27]3)[C@@H:24]([OH:31])[C@H:23]([OH:32])[C@H:22]4[OH:33])[CH:18]=[CH:17][C:14]=2[C:15]#[N:16])=[CH:10][CH:9]=1.I[CH2:37][CH3:38]. Given the product [CH2:37]([O:7][C:8]1[CH:9]=[CH:10][C:11]([CH2:12][C:13]2[CH:20]=[C:19]([C@@:21]34[O:28][C@@:25]([CH2:29][OH:30])([CH2:26][O:27]3)[C@@H:24]([OH:31])[C@H:23]([OH:32])[C@H:22]4[OH:33])[CH:18]=[CH:17][C:14]=2[C:15]#[N:16])=[CH:34][CH:35]=1)[CH3:38], predict the reactants needed to synthesize it. (2) Given the product [CH3:4][CH2:3][CH2:2][CH2:1][C:5]1[N:9]([CH2:10][C:11]2[CH:16]=[CH:15][C:14]([C:17]3[CH:22]=[CH:21][CH:20]=[CH:19][C:18]=3[C:23]3[N:27]=[N:26][NH:25][N:24]=3)=[CH:13][CH:12]=2)[C:8]([CH2:37][OH:38])=[C:7]([Cl:39])[N:6]=1, predict the reactants needed to synthesize it. The reactants are: [CH2:1]([C:5]1[N:9]([CH2:10][C:11]2[CH:16]=[CH:15][C:14]([C:17]3[CH:22]=[CH:21][CH:20]=[CH:19][C:18]=3[C:23]3[N:24]=[N:25][N:26](C(C)(C4C=CC=CC=4)C)[N:27]=3)=[CH:13][CH:12]=2)[C:8]([CH2:37][OH:38])=[C:7]([Cl:39])[N:6]=1)[CH2:2][CH2:3][CH3:4]. (3) The reactants are: [CH3:1][C:2](=[O:7])[CH2:3][CH2:4][CH:5]=[CH2:6].[CH2:8](O)[CH2:9][OH:10].C1(C)C=CC=CC=1. Given the product [CH3:1][C:2]1([CH2:3][CH2:4][CH:5]=[CH2:6])[O:10][CH2:9][CH2:8][O:7]1, predict the reactants needed to synthesize it. (4) Given the product [C:15]1([CH:21]2[CH2:22][CH2:23][N:24]([C:12]([C:8]3[CH:7]=[C:6]4[C:11]([C:3]([CH:1]=[O:2])=[CH:4][NH:5]4)=[CH:10][CH:9]=3)=[O:14])[CH2:25][CH2:26]2)[CH:20]=[CH:19][CH:18]=[CH:17][CH:16]=1, predict the reactants needed to synthesize it. The reactants are: [CH:1]([C:3]1[C:11]2[C:6](=[CH:7][C:8]([C:12]([OH:14])=O)=[CH:9][CH:10]=2)[NH:5][CH:4]=1)=[O:2].[C:15]1([CH:21]2[CH2:26][CH2:25][NH:24][CH2:23][CH2:22]2)[CH:20]=[CH:19][CH:18]=[CH:17][CH:16]=1.ON1C2N=CC=CC=2N=N1.C(N(CC)CC)C.F[P-](F)(F)(F)(F)F.Br[P+](N1CCCC1)(N1CCCC1)N1CCCC1. (5) Given the product [C:22]([NH:25][C:26]1[CH:27]=[CH:28][C:29]([S:32]([NH:1][C:2]2[CH:11]=[CH:10][C:9]3[NH:8][C:7](=[O:12])[C:6]4[NH:13][CH:14]=[CH:15][C:5]=4[C:4]=3[CH:3]=2)(=[O:34])=[O:33])=[CH:30][CH:31]=1)(=[O:24])[CH3:23].[CH2:17]([C:19]([O-:21])=[O:20])[CH3:18], predict the reactants needed to synthesize it. The reactants are: [NH2:1][C:2]1[CH:11]=[CH:10][C:9]2[NH:8][C:7](=[O:12])[C:6]3[NH:13][CH:14]=[CH:15][C:5]=3[C:4]=2[CH:3]=1.Cl.[CH2:17]([C:19]([OH:21])=[O:20])[CH3:18].[C:22]([NH:25][C:26]1[CH:31]=[CH:30][C:29]([S:32](Cl)(=[O:34])=[O:33])=[CH:28][CH:27]=1)(=[O:24])[CH3:23]. (6) Given the product [NH2:1][C:2]1[N:3]=[C:4]([NH:26][CH2:25][C:17]2[O:16][C:20]3[CH:21]=[CH:22][CH:23]=[CH:24][C:19]=3[N:18]=2)[C:5]([CH2:9][C:10]([O:12][CH2:13][CH3:14])=[O:11])=[C:6]([Cl:8])[N:7]=1, predict the reactants needed to synthesize it. The reactants are: [NH2:1][C:2]1[N:7]=[C:6]([Cl:8])[C:5]([CH2:9][C:10]([O:12][CH2:13][CH3:14])=[O:11])=[C:4](Cl)[N:3]=1.[O:16]1[C:20]2[CH:21]=[CH:22][CH:23]=[CH:24][C:19]=2[N:18]=[C:17]1[CH2:25][NH2:26].CCN(C(C)C)C(C)C. (7) Given the product [CH3:1][O:2][C:3]1[CH:4]=[C:5]2[C:10](=[CH:11][C:12]=1[O:13][CH2:37][CH2:38][OH:39])[N:9]=[CH:8][CH:7]=[C:6]2[O:14][C:15]1[C:16]([C:23]2[CH:28]=[CH:27][CH:26]=[C:25]([CH3:29])[N:24]=2)=[N:17][C:18]([CH3:22])=[C:19]([CH3:21])[CH:20]=1, predict the reactants needed to synthesize it. The reactants are: [CH3:1][O:2][C:3]1[CH:4]=[C:5]2[C:10](=[CH:11][C:12]=1[OH:13])[N:9]=[CH:8][CH:7]=[C:6]2[O:14][C:15]1[C:16]([C:23]2[CH:28]=[CH:27][CH:26]=[C:25]([CH3:29])[N:24]=2)=[N:17][C:18]([CH3:22])=[C:19]([CH3:21])[CH:20]=1.C(=O)([O-])[O-].[K+].[K+].Br[CH2:37][CH2:38][OH:39].